From a dataset of Catalyst prediction with 721,799 reactions and 888 catalyst types from USPTO. Predict which catalyst facilitates the given reaction. (1) Reactant: [Cl:1][CH2:2][C:3]([O:5][CH2:6][CH3:7])=[O:4].[CH:8](OCC)=[O:9].[O-]CC.[Na+:16].C(OCC)C. Product: [Cl:1][CH:2]([C:3]([O:5][CH2:6][CH3:7])=[O:4])[CH2:8][O-:9].[Na+:16]. The catalyst class is: 237. (2) Reactant: O1CCCCC1[N:7]1[C:15]2[C:10](=[CH:11][C:12]([C:16]3[N:20]=[CH:19][N:18](C(C4C=CC=CC=4)(C4C=CC=CC=4)C4C=CC=CC=4)[N:17]=3)=[CH:13][CH:14]=2)[C:9]([C:40]2[CH:41]=[C:42]([NH2:46])[CH:43]=[CH:44][CH:45]=2)=[N:8]1.[C:47](Cl)(=[O:54])[C:48]1[CH:53]=[CH:52][CH:51]=[CH:50][CH:49]=1.O. Product: [NH:18]1[CH:19]=[N:20][C:16]([C:12]2[CH:11]=[C:10]3[C:15](=[CH:14][CH:13]=2)[NH:7][N:8]=[C:9]3[C:40]2[CH:41]=[C:42]([NH:46][C:47](=[O:54])[C:48]3[CH:53]=[CH:52][CH:51]=[CH:50][CH:49]=3)[CH:43]=[CH:44][CH:45]=2)=[N:17]1. The catalyst class is: 17. (3) Product: [CH3:1][NH:2][C:3](=[O:13])[C:4]1[CH:9]=[CH:8][CH:7]=[C:6]([NH2:10])[CH:5]=1. Reactant: [CH3:1][NH:2][C:3](=[O:13])[C:4]1[CH:9]=[CH:8][CH:7]=[C:6]([N+:10]([O-])=O)[CH:5]=1. The catalyst class is: 19. (4) Reactant: [F:1][C:2]1[CH:7]=[C:6]([N+:8]([O-])=O)[CH:5]=[C:4]([F:11])[C:3]=1[N:12]1[CH:16]=[C:15]([CH3:17])[N:14]=[CH:13]1.O.O.[Sn](Cl)Cl. Product: [F:11][C:4]1[CH:5]=[C:6]([CH:7]=[C:2]([F:1])[C:3]=1[N:12]1[CH:16]=[C:15]([CH3:17])[N:14]=[CH:13]1)[NH2:8]. The catalyst class is: 8. (5) Product: [CH2:12]([O:14][C:15](=[O:27])/[CH:16]=[CH:17]/[C:18]1[CH:26]=[CH:25][C:23]([O:24][CH2:2][C:3]2[C:8]([CH3:9])=[N:7][C:6]([CH3:10])=[C:5]([CH3:11])[N:4]=2)=[C:20]([O:21][CH3:22])[CH:19]=1)[CH3:13]. Reactant: Br[CH2:2][C:3]1[C:8]([CH3:9])=[N:7][C:6]([CH3:10])=[C:5]([CH3:11])[N:4]=1.[CH2:12]([O:14][C:15](=[O:27])/[CH:16]=[CH:17]/[C:18]1[CH:26]=[CH:25][C:23]([OH:24])=[C:20]([O:21][CH3:22])[CH:19]=1)[CH3:13].C(=O)([O-])[O-].[K+].[K+].CN(C=O)C. The catalyst class is: 6. (6) Reactant: [Br:1][C:2]1[CH:7]=[CH:6][C:5]([N:8]2[C:12]([C:13](OCC)=[O:14])=[CH:11][N:10]=[CH:9]2)=[CH:4][CH:3]=1.[H-].[Al+3].[Li+].[H-].[H-].[H-]. Product: [Br:1][C:2]1[CH:3]=[CH:4][C:5]([N:8]2[C:12]([CH2:13][OH:14])=[CH:11][N:10]=[CH:9]2)=[CH:6][CH:7]=1. The catalyst class is: 1. (7) The catalyst class is: 2. Product: [Cl:1][C:2]1[CH:7]=[CH:6][C:5]([C@@H:8]([CH2:9][NH:10][CH:18]([CH3:20])[CH3:19])[C:21]([N:23]2[CH2:24][CH2:25][N:26]([C:29]3[C:34]([C:35]4[CH:40]=[CH:39][C:38]([O:41][CH3:42])=[C:37]([O:43][CH3:44])[CH:36]=4)=[CH:33][N:32]=[C:31]4[NH:45][CH:46]=[CH:47][C:30]=34)[CH2:27][CH2:28]2)=[O:22])=[CH:4][CH:3]=1. Reactant: [Cl:1][C:2]1[CH:7]=[CH:6][C:5]([C@H:8]([C:21]([N:23]2[CH2:28][CH2:27][N:26]([C:29]3[C:34]([C:35]4[CH:40]=[CH:39][C:38]([O:41][CH3:42])=[C:37]([O:43][CH3:44])[CH:36]=4)=[CH:33][N:32]=[C:31]4[NH:45][CH:46]=[CH:47][C:30]=34)[CH2:25][CH2:24]2)=[O:22])[CH2:9][N:10]([CH:18]([CH3:20])[CH3:19])C(=O)OC(C)(C)C)=[CH:4][CH:3]=1.C(O)(C(F)(F)F)=O.C1(N)C(F)=C(F)C(F)=C(N)C=1F.Cl.Cl. (8) Reactant: ClC1C=CC=C(C(OO)=O)C=1.CS[C:14]1[N:19]=[CH:18][C:17]([C:20]2[O:21][C:22]3[C:28]([C:29]([OH:31])=[O:30])=[CH:27][CH:26]=[CH:25][C:23]=3[N:24]=2)=[CH:16][N:15]=1.[CH3:32][NH:33][CH3:34].O. Product: [CH3:32][N:33]([CH3:34])[C:14]1[N:19]=[CH:18][C:17]([C:20]2[O:21][C:22]3[C:28]([C:29]([OH:31])=[O:30])=[CH:27][CH:26]=[CH:25][C:23]=3[N:24]=2)=[CH:16][N:15]=1. The catalyst class is: 7.